This data is from Full USPTO retrosynthesis dataset with 1.9M reactions from patents (1976-2016). The task is: Predict the reactants needed to synthesize the given product. (1) Given the product [Br:15][C:16]1[S:17][C:18]2[C:26]([CH:27]=1)=[C:25]([C:9]#[C:8][Si:3]([CH2:6][CH3:7])([CH2:4][CH3:5])[CH2:1][CH3:2])[C:24]1[S:23][C:22]([Br:29])=[CH:21][C:20]=1[C:19]=2[C:2]#[C:1][Si:3]([CH2:13][CH3:14])([CH2:6][CH3:7])[CH2:4][CH3:5], predict the reactants needed to synthesize it. The reactants are: [CH2:1]([Si:3]([C:8]#[CH:9])([CH2:6][CH3:7])[CH2:4][CH3:5])[CH3:2].[Li]CC[CH2:13][CH3:14].[Br:15][C:16]1[S:17][C:18]2[C:19](=O)[C:20]3[CH:21]=[C:22]([Br:29])[S:23][C:24]=3[C:25](=O)[C:26]=2[CH:27]=1.Cl[Sn]Cl.Cl. (2) Given the product [CH2:1]([O:8][C@@H:9]1[CH2:13][CH2:12][CH2:11][C@H:10]1[N:14]1[C:15]2[C:16]3[CH:37]=[CH:36][NH:35][C:17]=3[N:18]=[CH:19][C:20]=2[CH2:21][N:22]([C:23]2[C:24]([F:34])=[C:25]([O:32][CH3:33])[CH:26]=[C:27]([O:30][CH3:31])[C:28]=2[F:29])[C:39]1=[O:38])[C:2]1[CH:7]=[CH:6][CH:5]=[CH:4][CH:3]=1, predict the reactants needed to synthesize it. The reactants are: [CH2:1]([O:8][C@@H:9]1[CH2:13][CH2:12][CH2:11][C@H:10]1[NH:14][C:15]1[C:16]2[CH:37]=[CH:36][NH:35][C:17]=2[N:18]=[CH:19][C:20]=1[CH2:21][NH:22][C:23]1[C:28]([F:29])=[C:27]([O:30][CH3:31])[CH:26]=[C:25]([O:32][CH3:33])[C:24]=1[F:34])[C:2]1[CH:7]=[CH:6][CH:5]=[CH:4][CH:3]=1.[O:38]1CCC[CH2:39]1.C(N(CC)CC)C.ClC(Cl)(OC(=O)OC(Cl)(Cl)Cl)Cl.[OH-].[Na+]. (3) Given the product [OH:11][C:12]1[CH:17]=[CH:16][C:15]([C:2]2[CH:7]=[CH:6][C:5]([C:8](=[O:10])[CH3:9])=[CH:4][CH:3]=2)=[CH:14][CH:13]=1, predict the reactants needed to synthesize it. The reactants are: Br[C:2]1[CH:7]=[CH:6][C:5]([C:8](=[O:10])[CH3:9])=[CH:4][CH:3]=1.[OH:11][C:12]1[CH:17]=[CH:16][C:15](B(O)O)=[CH:14][CH:13]=1.C([O-])([O-])=O.[K+].[K+].